From a dataset of Forward reaction prediction with 1.9M reactions from USPTO patents (1976-2016). Predict the product of the given reaction. (1) Given the reactants [C:1]([C:5]1[C:6]([OH:16])=[C:7]([C:11]([CH3:15])=[C:12]([Cl:14])[CH:13]=1)[C:8]([OH:10])=O)([CH3:4])([CH3:3])[CH3:2].[NH2:17][C:18]1[CH:25]=[CH:24][C:23]([S:26]([C:29]([F:32])([F:31])[F:30])(=[O:28])=[O:27])=[CH:22][C:19]=1[C:20]#[N:21], predict the reaction product. The product is: [C:1]([C:5]1[C:6]([OH:16])=[C:7]([C:11]([CH3:15])=[C:12]([Cl:14])[CH:13]=1)[C:8]([NH:17][C:18]1[CH:25]=[CH:24][C:23]([S:26]([C:29]([F:32])([F:30])[F:31])(=[O:28])=[O:27])=[CH:22][C:19]=1[C:20]#[N:21])=[O:10])([CH3:2])([CH3:3])[CH3:4]. (2) Given the reactants [C:1]([O:5][C:6]([N:8]1[CH2:13][CH2:12][C:11]([F:15])([F:14])[CH:10]([CH2:16][N:17]=[N+]=[N-])[CH2:9]1)=[O:7])([CH3:4])([CH3:3])[CH3:2], predict the reaction product. The product is: [C:1]([O:5][C:6]([N:8]1[CH2:13][CH2:12][C:11]([F:14])([F:15])[CH:10]([CH2:16][NH2:17])[CH2:9]1)=[O:7])([CH3:4])([CH3:3])[CH3:2]. (3) Given the reactants C1(P(C2C=CC=CC=2)C2C=CC=CC=2)C=CC=CC=1.BrN1C(=O)CCC1=O.[CH:28]1([CH2:33][CH:34]([C:38]2[CH:43]=[CH:42][C:41]([S:44]([CH3:47])(=[O:46])=[O:45])=[C:40]([N+:48]([O-:50])=[O:49])[CH:39]=2)[C:35]([OH:37])=O)[CH2:32][CH2:31][CH2:30][CH2:29]1.[NH2:51][C:52]1[S:53][CH:54]=[CH:55][N:56]=1, predict the reaction product. The product is: [CH:28]1([CH2:33][CH:34]([C:38]2[CH:43]=[CH:42][C:41]([S:44]([CH3:47])(=[O:45])=[O:46])=[C:40]([N+:48]([O-:50])=[O:49])[CH:39]=2)[C:35]([NH:51][C:52]2[S:53][CH:54]=[CH:55][N:56]=2)=[O:37])[CH2:32][CH2:31][CH2:30][CH2:29]1. (4) The product is: [F:1][C:2]1[CH:17]=[C:16]([CH2:18][NH:25][CH2:20][CH2:21][CH2:22][CH2:23][CH3:24])[CH:15]=[CH:14][C:3]=1[O:4][C:5]1[CH:6]=[CH:7][C:8]([C:11]([NH2:13])=[O:12])=[N:9][CH:10]=1. Given the reactants [F:1][C:2]1[CH:17]=[C:16]([CH:18]=O)[CH:15]=[CH:14][C:3]=1[O:4][C:5]1[CH:6]=[CH:7][C:8]([C:11]([NH2:13])=[O:12])=[N:9][CH:10]=1.[CH2:20]([NH2:25])[CH2:21][CH2:22][CH2:23][CH3:24].[BH4-].[Na+], predict the reaction product. (5) The product is: [C:26]([O:25][CH2:24][C:14]1[CH:15]=[CH:16][C:17]([O:19][CH2:20][CH2:21][O:22][CH3:23])=[CH:18][C:13]=1[O:12][C:3]1[C:2]([Cl:1])=[CH:7][C:6]([C:8]([F:9])([F:11])[F:10])=[CH:5][N:4]=1)(=[O:28])[CH3:27]. Given the reactants [Cl:1][C:2]1[C:3]([O:12][C:13]2[CH:18]=[C:17]([O:19][CH2:20][CH2:21][O:22][CH3:23])[CH:16]=[CH:15][C:14]=2[CH2:24][OH:25])=[N:4][CH:5]=[C:6]([C:8]([F:11])([F:10])[F:9])[CH:7]=1.[C:26](OC(=O)C)(=[O:28])[CH3:27].C(=O)([O-])O.[Na+], predict the reaction product. (6) The product is: [CH3:21][O:22][CH2:2][C:3]1[CH:4]=[C:5]2[CH:11]=[N:10][NH:9][C:6]2=[N:7][CH:8]=1. Given the reactants Cl[CH2:2][C:3]1[CH:8]=[N:7][C:6]2[N:9](CC)[N:10]=[CH:11][C:5]=2[C:4]=1NC1CCOCC1.[CH3:21][OH:22], predict the reaction product.